This data is from NCI-60 drug combinations with 297,098 pairs across 59 cell lines. The task is: Regression. Given two drug SMILES strings and cell line genomic features, predict the synergy score measuring deviation from expected non-interaction effect. (1) Drug 1: CN(C)C(=N)N=C(N)N. Drug 2: B(C(CC(C)C)NC(=O)C(CC1=CC=CC=C1)NC(=O)C2=NC=CN=C2)(O)O. Cell line: UACC62. Synergy scores: CSS=31.5, Synergy_ZIP=0.678, Synergy_Bliss=-0.591, Synergy_Loewe=-24.3, Synergy_HSA=-1.18. (2) Drug 1: CC(C)(C#N)C1=CC(=CC(=C1)CN2C=NC=N2)C(C)(C)C#N. Drug 2: CC1CCC2CC(C(=CC=CC=CC(CC(C(=O)C(C(C(=CC(C(=O)CC(OC(=O)C3CCCCN3C(=O)C(=O)C1(O2)O)C(C)CC4CCC(C(C4)OC)O)C)C)O)OC)C)C)C)OC. Cell line: HOP-92. Synergy scores: CSS=-7.06, Synergy_ZIP=3.68, Synergy_Bliss=0.540, Synergy_Loewe=-12.5, Synergy_HSA=-9.29. (3) Drug 1: CC12CCC(CC1=CCC3C2CCC4(C3CC=C4C5=CN=CC=C5)C)O. Drug 2: C1C(C(OC1N2C=NC3=C2NC=NCC3O)CO)O. Cell line: NCI-H226. Synergy scores: CSS=4.12, Synergy_ZIP=-0.949, Synergy_Bliss=0.115, Synergy_Loewe=-1.30, Synergy_HSA=-0.618. (4) Drug 1: C1CCN(CC1)CCOC2=CC=C(C=C2)C(=O)C3=C(SC4=C3C=CC(=C4)O)C5=CC=C(C=C5)O. Drug 2: CCN(CC)CCNC(=O)C1=C(NC(=C1C)C=C2C3=C(C=CC(=C3)F)NC2=O)C. Cell line: HCC-2998. Synergy scores: CSS=-8.12, Synergy_ZIP=1.62, Synergy_Bliss=-6.53, Synergy_Loewe=-8.20, Synergy_HSA=-9.79. (5) Drug 1: C1CN(CCN1C(=O)CCBr)C(=O)CCBr. Drug 2: COCCOC1=C(C=C2C(=C1)C(=NC=N2)NC3=CC=CC(=C3)C#C)OCCOC.Cl. Cell line: M14. Synergy scores: CSS=16.1, Synergy_ZIP=-5.18, Synergy_Bliss=-1.73, Synergy_Loewe=-2.24, Synergy_HSA=-3.08. (6) Cell line: OVCAR-5. Drug 1: C1=C(C(=O)NC(=O)N1)F. Synergy scores: CSS=28.9, Synergy_ZIP=-16.5, Synergy_Bliss=-17.4, Synergy_Loewe=-12.7, Synergy_HSA=-11.5. Drug 2: CC1C(C(CC(O1)OC2CC(CC3=C2C(=C4C(=C3O)C(=O)C5=C(C4=O)C(=CC=C5)OC)O)(C(=O)CO)O)N)O.Cl. (7) Drug 1: C1CCN(CC1)CCOC2=CC=C(C=C2)C(=O)C3=C(SC4=C3C=CC(=C4)O)C5=CC=C(C=C5)O. Drug 2: CC1=C(C=C(C=C1)NC(=O)C2=CC=C(C=C2)CN3CCN(CC3)C)NC4=NC=CC(=N4)C5=CN=CC=C5. Cell line: HS 578T. Synergy scores: CSS=3.51, Synergy_ZIP=3.66, Synergy_Bliss=9.58, Synergy_Loewe=-2.09, Synergy_HSA=-0.337. (8) Drug 1: CC1OCC2C(O1)C(C(C(O2)OC3C4COC(=O)C4C(C5=CC6=C(C=C35)OCO6)C7=CC(=C(C(=C7)OC)O)OC)O)O. Drug 2: CC1=C(C=C(C=C1)C(=O)NC2=CC(=CC(=C2)C(F)(F)F)N3C=C(N=C3)C)NC4=NC=CC(=N4)C5=CN=CC=C5. Cell line: NCI-H522. Synergy scores: CSS=22.9, Synergy_ZIP=-5.27, Synergy_Bliss=2.53, Synergy_Loewe=-3.65, Synergy_HSA=0.0132.